This data is from Full USPTO retrosynthesis dataset with 1.9M reactions from patents (1976-2016). The task is: Predict the reactants needed to synthesize the given product. (1) Given the product [CH3:5][C:2]([C:6]1[CH:7]=[C:8]([C:13]2[N:18]=[CH:17][C:16]([CH:19]=[C:35]3[S:31][C:32](=[O:37])[NH:33][C:34]3=[O:36])=[CH:15][CH:14]=2)[CH:9]=[CH:10][C:11]=1[OH:12])([CH3:1])[CH2:3][CH3:4], predict the reactants needed to synthesize it. The reactants are: [CH3:1][C:2]([C:6]1[CH:7]=[C:8]([C:13]2[N:18]=[CH:17][C:16]([CH:19]=O)=[CH:15][CH:14]=2)[CH:9]=[CH:10][C:11]=1[OH:12])([CH3:5])[CH2:3][CH3:4].N1CCCCC1.C(O)(=O)C.[S:31]1[CH2:35][C:34](=[O:36])[NH:33][C:32]1=[O:37]. (2) Given the product [F:20][C:17]1[CH:18]=[CH:19][C:14]([C:11]2[CH:12]=[CH:13][C:8]3[N:7]=[C:24]([C:26]4[CH:31]=[CH:30][N:29]=[C:28]([N:32]5[CH:36]=[CH:35][N:34]=[CH:33]5)[CH:27]=4)[CH2:23][C:22](=[O:37])[NH:21][C:9]=3[CH:10]=2)=[CH:15][CH:16]=1, predict the reactants needed to synthesize it. The reactants are: C(OC(=O)[NH:7][C:8]1[CH:13]=[CH:12][C:11]([C:14]2[CH:19]=[CH:18][C:17]([F:20])=[CH:16][CH:15]=2)=[CH:10][C:9]=1[NH:21][C:22](=[O:37])[CH2:23][C:24]([C:26]1[CH:31]=[CH:30][N:29]=[C:28]([N:32]2[CH:36]=[CH:35][N:34]=[CH:33]2)[CH:27]=1)=O)(C)(C)C.C(O)(C(F)(F)F)=O. (3) Given the product [F:12][C:10]1[C:9]2[C:4](=[CH:5][CH:6]=[C:7]([OH:14])[C:8]=2[F:13])[CH:3]=[C:2]([C:22]2[CH:23]=[CH:24][C:19]([C:17]([OH:18])=[O:16])=[CH:20][CH:21]=2)[CH:11]=1, predict the reactants needed to synthesize it. The reactants are: Br[C:2]1[CH:3]=[C:4]2[C:9](=[C:10]([F:12])[CH:11]=1)[C:8]([F:13])=[C:7]([OH:14])[CH:6]=[CH:5]2.C[O:16][C:17]([C:19]1[CH:24]=[CH:23][C:22](B(O)O)=[CH:21][CH:20]=1)=[O:18]. (4) Given the product [CH:76]1([NH:79][C:2]2[CH:3]=[C:4]([C:15]([NH:17][CH2:18][C:19]3[C:20](=[O:27])[NH:21][C:22]([CH3:26])=[CH:23][C:24]=3[CH3:25])=[O:16])[C:5]3[C:10]([CH3:11])=[N:9][N:8]([CH:12]([CH3:14])[CH3:13])[C:6]=3[N:7]=2)[CH2:78][CH2:77]1, predict the reactants needed to synthesize it. The reactants are: Cl[C:2]1[CH:3]=[C:4]([C:15]([NH:17][CH2:18][C:19]2[C:20](=[O:27])[NH:21][C:22]([CH3:26])=[CH:23][C:24]=2[CH3:25])=[O:16])[C:5]2[C:10]([CH3:11])=[N:9][N:8]([CH:12]([CH3:14])[CH3:13])[C:6]=2[N:7]=1.C(=O)([O-])[O-].[Cs+].[Cs+].CC1(C)C2C(=C(P(C3C=CC=CC=3)C3C=CC=CC=3)C=CC=2)OC2C(P(C3C=CC=CC=3)C3C=CC=CC=3)=CC=CC1=2.[CH:76]1([NH2:79])[CH2:78][CH2:77]1.C(O)(C(F)(F)F)=O. (5) Given the product [CH2:14]([N:13]1[CH:9]2[CH:8]3[NH:1][CH:4]([CH2:11][CH2:10]2)[CH:5]1[CH2:6][CH2:7]3)[C:15]1[CH:20]=[CH:19][CH:18]=[CH:17][CH:16]=1, predict the reactants needed to synthesize it. The reactants are: [N:1]([CH:4]1[CH2:11][CH2:10][CH:9](Br)[CH:8]2[N:13]([CH2:14][C:15]3[CH:20]=[CH:19][CH:18]=[CH:17][CH:16]=3)[CH:5]1[CH2:6][CH2:7]2)=[N+]=[N-].N(C1CCC2N(CC3C=CC=CC=3)C1CCC2Br)=[N+]=[N-]. (6) Given the product [CH2:1]([O:5][CH2:6][CH2:7][O:8][CH2:9][CH:10]1[CH2:15][CH2:14][CH:13]2[CH:12]([O:18]2)[CH2:11]1)[CH2:2][CH2:3][CH3:4], predict the reactants needed to synthesize it. The reactants are: [CH2:1]([O:5][CH2:6][CH2:7][O:8][CH2:9][CH:10]1[CH2:15][CH2:14][CH2:13][CH:12]=[CH:11]1)[CH2:2][CH2:3][CH3:4].C(OO)(=[O:18])C.O. (7) Given the product [CH3:1][C:2]1[CH:7]=[CH:6][C:5]([S:8]([O:11][CH2:12][CH:13]2[CH2:17][C:16]3[CH:18]=[CH:19][CH:20]=[C:21]([C:28]4[CH:27]=[CH:26][CH:25]=[C:24]([F:23])[CH:29]=4)[C:15]=3[O:14]2)(=[O:10])=[O:9])=[CH:4][CH:3]=1, predict the reactants needed to synthesize it. The reactants are: [CH3:1][C:2]1[CH:7]=[CH:6][C:5]([S:8]([O:11][CH2:12][CH:13]2[CH2:17][C:16]3[CH:18]=[CH:19][CH:20]=[C:21](Br)[C:15]=3[O:14]2)(=[O:10])=[O:9])=[CH:4][CH:3]=1.[F:23][C:24]1[CH:25]=[C:26](B(O)O)[CH:27]=[CH:28][CH:29]=1.C(=O)([O-])[O-].[K+].[K+]. (8) Given the product [Cl:1][C:2]1[CH:18]=[C:17]([Cl:19])[CH:16]=[CH:15][C:3]=1[CH2:4][NH:5][C:6]([C:7]1[CH:12]=[CH:11][C:10](=[O:13])[N:9]([CH2:21][CH2:22][O:23][CH2:24][CH3:25])[CH:8]=1)=[O:14], predict the reactants needed to synthesize it. The reactants are: [Cl:1][C:2]1[CH:18]=[C:17]([Cl:19])[CH:16]=[CH:15][C:3]=1[CH2:4][NH:5][C:6](=[O:14])[C:7]1[CH:12]=[CH:11][C:10]([OH:13])=[N:9][CH:8]=1.Br[CH2:21][CH2:22][O:23][CH2:24][CH3:25].C(=O)([O-])[O-].[K+].[K+]. (9) Given the product [Cl:49][CH2:50][CH2:51][NH:1][C@:2]12[CH2:45][CH2:44][C@@H:43]([C:46]([CH3:48])=[CH2:47])[C@@H:3]1[C@@H:4]1[C@@:17]([CH3:20])([CH2:18][CH2:19]2)[C@@:16]2([CH3:21])[C@@H:7]([C@:8]3([CH3:42])[C@@H:13]([CH2:14][CH2:15]2)[C:12]([CH3:22])([CH3:23])[C:11]([C:24]2[CH2:29][CH2:28][C@@:27]([CH2:40][F:41])([C:30]([O:32][CH2:33][C:34]4[CH:35]=[CH:36][CH:37]=[CH:38][CH:39]=4)=[O:31])[CH2:26][CH:25]=2)=[CH:10][CH2:9]3)[CH2:6][CH2:5]1, predict the reactants needed to synthesize it. The reactants are: [NH2:1][C@:2]12[CH2:45][CH2:44][C@@H:43]([C:46]([CH3:48])=[CH2:47])[C@@H:3]1[C@@H:4]1[C@@:17]([CH3:20])([CH2:18][CH2:19]2)[C@@:16]2([CH3:21])[C@@H:7]([C@:8]3([CH3:42])[C@@H:13]([CH2:14][CH2:15]2)[C:12]([CH3:23])([CH3:22])[C:11]([C:24]2[CH2:29][CH2:28][C@@:27]([CH2:40][F:41])([C:30]([O:32][CH2:33][C:34]4[CH:39]=[CH:38][CH:37]=[CH:36][CH:35]=4)=[O:31])[CH2:26][CH:25]=2)=[CH:10][CH2:9]3)[CH2:6][CH2:5]1.[Cl:49][CH2:50][CH:51]=O.C(=O)(O)[O-].[Na+]. (10) The reactants are: [Cl:1][C:2]1[CH:3]=[C:4]([CH2:9][C:10](=[O:14])[C:11]([OH:13])=[O:12])[CH:5]=[CH:6][C:7]=1[CH3:8].C(N(CC)CC)C.C(OCC)C. Given the product [Cl:1][C:2]1[CH:3]=[C:4]([CH2:9][C@@H:10]([OH:14])[C:11]([OH:13])=[O:12])[CH:5]=[CH:6][C:7]=1[CH3:8], predict the reactants needed to synthesize it.